Dataset: Catalyst prediction with 721,799 reactions and 888 catalyst types from USPTO. Task: Predict which catalyst facilitates the given reaction. (1) Reactant: [S:1]1[CH:5]=[CH:4][C:3]2[CH:6]=[C:7]([NH2:10])[CH:8]=[CH:9][C:2]1=2.C(N(CC)C(C)C)(C)C.Br[CH2:21][C:22]1[CH:32]=[CH:31][C:30]([O:33][CH3:34])=[CH:29][C:23]=1[C:24](OCC)=O.[OH:35][Li].O. Product: [S:1]1[CH:5]=[CH:4][C:3]2[CH:6]=[C:7]([N:10]3[CH2:24][C:23]4[C:22](=[CH:32][CH:31]=[C:30]([O:33][CH3:34])[CH:29]=4)[C:21]3=[O:35])[CH:8]=[CH:9][C:2]1=2. The catalyst class is: 40. (2) The catalyst class is: 11. Reactant: C1(P(N=[N+]=[N-])(C2C=CC=CC=2)=[O:8])C=CC=CC=1.C([C:21]1[N:36]=[CH:35][C:24]2[N:25]([CH:32]([CH3:34])[CH3:33])[C:26]3[C:31]([C:23]=2[C:22]=1[CH2:37][CH3:38])=[CH:30][CH:29]=[CH:28][CH:27]=3)(O)=O.C([N:41]([CH2:44]C)CC)C.[CH3:46][Si:47]([CH3:52])([CH3:51])[CH2:48][CH2:49][OH:50]. Product: [CH3:46][Si:47]([CH3:52])([CH3:51])[CH2:48][CH2:49][O:50][C:44]([NH:41][C:21]1[N:36]=[CH:35][C:24]2[N:25]([CH:32]([CH3:34])[CH3:33])[C:26]3[C:31]([C:23]=2[C:22]=1[CH2:37][CH3:38])=[CH:30][CH:29]=[CH:28][CH:27]=3)=[O:8]. (3) Reactant: C(OC(=O)[NH:7][C@H:8]([C:10]1[N:14]([C:15]2[CH:16]=[N:17][CH:18]=[CH:19][CH:20]=2)[C:13]2[CH:21]=[C:22]([F:25])[CH:23]=[CH:24][C:12]=2[N:11]=1)[CH3:9])(C)(C)C. Product: [F:25][C:22]1[CH:23]=[CH:24][C:12]2[N:11]=[C:10]([C@@H:8]([NH2:7])[CH3:9])[N:14]([C:15]3[CH:16]=[N:17][CH:18]=[CH:19][CH:20]=3)[C:13]=2[CH:21]=1. The catalyst class is: 137.